Dataset: Full USPTO retrosynthesis dataset with 1.9M reactions from patents (1976-2016). Task: Predict the reactants needed to synthesize the given product. (1) Given the product [NH2:22][C@H:12]([CH2:13][C:14]1[CH:19]=[CH:18][C:17]([Cl:20])=[CH:16][C:15]=1[Cl:21])[C:11]([N:6]1[CH2:5][C:4]2[C:8](=[CH:9][CH:10]=[C:2]([NH:1][C:40]([NH:39][C:36]3[CH:37]=[CH:38][C:33]([N:32]([CH3:42])[CH3:31])=[CH:34][CH:35]=3)=[O:41])[CH:3]=2)[CH2:7]1)=[O:30], predict the reactants needed to synthesize it. The reactants are: [NH2:1][C:2]1[CH:3]=[C:4]2[C:8](=[CH:9][CH:10]=1)[CH2:7][N:6]([C:11](=[O:30])[C@H:12]([NH:22]C(=O)OC(C)(C)C)[CH2:13][C:14]1[CH:19]=[CH:18][C:17]([Cl:20])=[CH:16][C:15]=1[Cl:21])[CH2:5]2.[CH3:31][N:32]([CH3:42])[C:33]1[CH:38]=[CH:37][C:36]([N:39]=[C:40]=[O:41])=[CH:35][CH:34]=1.CCN(CC)CC.C(O)(C(F)(F)F)=O. (2) Given the product [Cl:1][C:2]1[C:3]([O:14][CH3:15])=[C:4]2[C:5]([CH:9]=[N:17][NH:10]2)=[C:6]([CH3:8])[CH:7]=1, predict the reactants needed to synthesize it. The reactants are: [Cl:1][C:2]1[C:3]([O:14][CH3:15])=[C:4]([NH:10]C(=O)C)[C:5]([CH3:9])=[C:6]([CH3:8])[CH:7]=1.Cl.[N:17]([O-])=O.[Na+]. (3) Given the product [CH3:1][O:2][C:3]([C:5]1[C:6]2[CH2:7][C:8]([CH3:24])([CH3:23])[CH:9]([C:16]3[CH:21]=[CH:20][CH:19]=[C:18]([N:25]4[CH2:30][CH2:29][O:28][CH2:27][CH2:26]4)[CH:17]=3)[NH:10][C:11]=2[CH:12]=[CH:13][C:14]=1[F:15])=[O:4], predict the reactants needed to synthesize it. The reactants are: [CH3:1][O:2][C:3]([C:5]1[C:6]2[CH2:7][C:8]([CH3:24])([CH3:23])[CH:9]([C:16]3[CH:21]=[CH:20][CH:19]=[C:18](Br)[CH:17]=3)[NH:10][C:11]=2[CH:12]=[CH:13][C:14]=1[F:15])=[O:4].[NH:25]1[CH2:30][CH2:29][O:28][CH2:27][CH2:26]1.Cl.CN(C)CC(O)=O.C(=O)([O-])[O-].[K+].[K+]. (4) The reactants are: C(OC([N:8]1[CH:14]([CH2:15][C:16]2[CH:21]=[CH:20][C:19]([O:22][CH3:23])=[C:18]([O:24][CH3:25])[CH:17]=2)[C:13]2[CH:26]=[C:27]([O:32][CH3:33])[C:28]([O:30][CH3:31])=[CH:29][C:12]=2[S:11](=[O:35])(=[O:34])[CH2:10][CH2:9]1)=O)(C)(C)C.FC(F)(F)C(O)=O.O.[OH-].[Na+].C(Cl)Cl.CO. Given the product [CH3:25][O:24][C:18]1[CH:17]=[C:16]([CH:21]=[CH:20][C:19]=1[O:22][CH3:23])[CH2:15][CH:14]1[C:13]2[CH:26]=[C:27]([O:32][CH3:33])[C:28]([O:30][CH3:31])=[CH:29][C:12]=2[S:11](=[O:35])(=[O:34])[CH2:10][CH2:9][NH:8]1, predict the reactants needed to synthesize it. (5) Given the product [NH2:5][C:4]1[C:3]2[C:2](=[CH:9][CH:8]=[CH:7][C:6]=2[O:10][CH:11]2[CH2:12][CH2:13][CH2:14][CH2:15][CH2:16][CH2:17]2)[N:1]=[C:19]([CH3:26])[C:20]=1[C:21]([O:23][CH2:24][CH3:25])=[O:22], predict the reactants needed to synthesize it. The reactants are: [NH2:1][C:2]1[CH:9]=[CH:8][CH:7]=[C:6]([O:10][CH:11]2[CH2:17][CH2:16][CH2:15][CH2:14][CH2:13][CH2:12]2)[C:3]=1[C:4]#[N:5].O=[C:19]([CH3:26])[CH2:20][C:21]([O:23][CH2:24][CH3:25])=[O:22].